Dataset: Catalyst prediction with 721,799 reactions and 888 catalyst types from USPTO. Task: Predict which catalyst facilitates the given reaction. (1) Reactant: [F:1][C:2]1[CH:40]=[C:39]([F:41])[CH:38]=[C:37]([F:42])[C:3]=1[CH2:4][N:5]1[C:13]([C:14]2[CH:15]=[C:16]([C:20]#[C:21][C:22]3[CH:23]=[C:24]([CH:30]=[CH:31][CH:32]=3)[C:25]([O:27][CH2:28][CH3:29])=[O:26])[CH:17]=[CH:18][CH:19]=2)=[C:12]2[C:7]([C:8]([C:33]([F:36])([F:35])[F:34])=[CH:9][CH:10]=[CH:11]2)=[N:6]1. Product: [F:1][C:2]1[CH:40]=[C:39]([F:41])[CH:38]=[C:37]([F:42])[C:3]=1[CH2:4][N:5]1[C:13]([C:14]2[CH:15]=[C:16]([CH2:20][CH2:21][C:22]3[CH:23]=[C:24]([CH:30]=[CH:31][CH:32]=3)[C:25]([O:27][CH2:28][CH3:29])=[O:26])[CH:17]=[CH:18][CH:19]=2)=[C:12]2[C:7]([C:8]([C:33]([F:34])([F:35])[F:36])=[CH:9][CH:10]=[CH:11]2)=[N:6]1. The catalyst class is: 5. (2) Reactant: [Cl:1][C:2]1[C:3]([CH3:23])=[C:4]([NH:10][S:11]([N:14]2[CH2:18][C@@H:17]([OH:19])[CH2:16][C@H:15]2[C:20](O)=[O:21])(=[O:13])=[O:12])[CH:5]=[CH:6][C:7]=1[C:8]#[N:9].C1CCC(N=C=NC2CCCCC2)CC1.C1C([N+]([O-])=O)=CC=C(O)C=1. The catalyst class is: 10. Product: [OH:19][C@@H:17]1[CH2:18][N:14]2[C@H:15]([C:20](=[O:21])[N:10]([C:4]3[CH:5]=[CH:6][C:7]([C:8]#[N:9])=[C:2]([Cl:1])[C:3]=3[CH3:23])[S:11]2(=[O:13])=[O:12])[CH2:16]1. (3) Reactant: Cl.C(OCC)(=O)C.[Cl:8][C:9]1[CH:10]=[CH:11][C:12]([C:30]([NH:32][C:33]2[CH:42]=[C:41]3[C:36]([CH2:37][CH2:38][C:39](=[O:44])[N:40]3[CH3:43])=[CH:35][CH:34]=2)=[O:31])=[C:13]([NH:15][CH2:16][CH:17]2[CH2:22][CH2:21][CH2:20][CH2:19][N:18]2C(OC(C)(C)C)=O)[CH:14]=1. Product: [ClH:8].[Cl:8][C:9]1[CH:10]=[CH:11][C:12]([C:30]([NH:32][C:33]2[CH:42]=[C:41]3[C:36]([CH2:37][CH2:38][C:39](=[O:44])[N:40]3[CH3:43])=[CH:35][CH:34]=2)=[O:31])=[C:13]([NH:15][CH2:16][CH:17]2[CH2:22][CH2:21][CH2:20][CH2:19][NH:18]2)[CH:14]=1. The catalyst class is: 8. (4) Reactant: [NH2:1][C:2]1[CH:15]=[CH:14][CH:13]=[CH:12][C:3]=1[C:4]([C:6]1[CH:11]=[CH:10][CH:9]=[CH:8][CH:7]=1)=[O:5].C(N(CC)CC)C.[C:23]([Cl:26])(=[O:25])[CH3:24]. Product: [Cl:26][C:23]1[CH:24]=[C:4]([C:6]2[CH:11]=[CH:10][CH:9]=[CH:8][CH:7]=2)[C:3]2[C:2](=[CH:15][CH:14]=[CH:13][CH:12]=2)[N:1]=1.[C:23]([NH:1][C:2]1[CH:15]=[CH:14][CH:13]=[CH:12][C:3]=1[C:4]([C:6]1[CH:11]=[CH:10][CH:9]=[CH:8][CH:7]=1)=[O:5])(=[O:25])[CH3:24]. The catalyst class is: 2. (5) Reactant: [C:1]([C:4]1[N:9]=[CH:8][N:7]=[C:6]([O:10][C:11]2[CH:12]=[C:13]([NH:17][C:18](=[O:24])[O:19][C:20]([CH3:23])([CH3:22])[CH3:21])[CH:14]=[CH:15][CH:16]=2)[CH:5]=1)(=[O:3])[NH2:2].CO[CH:27](OC)[N:28]([CH3:30])[CH3:29]. Product: [CH3:27][N:28](/[CH:30]=[N:2]/[C:1]([C:4]1[N:9]=[CH:8][N:7]=[C:6]([O:10][C:11]2[CH:12]=[C:13]([NH:17][C:18](=[O:24])[O:19][C:20]([CH3:21])([CH3:23])[CH3:22])[CH:14]=[CH:15][CH:16]=2)[CH:5]=1)=[O:3])[CH3:29]. The catalyst class is: 1. (6) Reactant: OCC[CH:4]([NH:15][C:16](=[O:22])[O:17][C:18]([CH3:21])(C)C)[CH:5]1[CH2:14][CH2:13][C:8]2([O:12][CH2:11][CH2:10][O:9]2)[CH2:7][CH2:6]1.O1CCCC1.CC(C)([O-])C.[K+]. Product: [O:9]1[C:8]2([CH2:7][CH2:6][CH:5]([CH:4]3[CH2:21][CH2:18][O:17][C:16](=[O:22])[NH:15]3)[CH2:14][CH2:13]2)[O:12][CH2:11][CH2:10]1. The catalyst class is: 13. (7) Reactant: [F:1][C:2]1[CH:7]=[CH:6][C:5]([CH2:8][C:9](=[O:14])[CH2:10][CH2:11][CH:12]=O)=[CH:4][CH:3]=1.C[O-].[Na+]. The catalyst class is: 5. Product: [F:1][C:2]1[CH:7]=[CH:6][C:5]([C:8]2[C:9](=[O:14])[CH2:10][CH2:11][CH:12]=2)=[CH:4][CH:3]=1.